Regression/Classification. Given a drug SMILES string, predict its absorption, distribution, metabolism, or excretion properties. Task type varies by dataset: regression for continuous measurements (e.g., permeability, clearance, half-life) or binary classification for categorical outcomes (e.g., BBB penetration, CYP inhibition). Dataset: pampa_ncats. From a dataset of PAMPA (Parallel Artificial Membrane Permeability Assay) permeability data from NCATS. (1) The drug is C1CN(CCN1C2=NC(=CS2)C3=CC=C(C=C3)Br)C(=O)C4=CC=CC=C4. The result is 1 (high permeability). (2) The molecule is COC(=O)NC1=NC2=C(N1)C=C(C=C2)SC3=CC=CC=C3. The result is 1 (high permeability). (3) The compound is CN1C2=CC=CC=C2N=C(C1=O)C(=O)NC3=CC=C(C=C3)C(=O)OC. The result is 1 (high permeability). (4) The drug is COC1=CC(=NC=C1)NC(=S)N2CCN(CC2)C3=CC=CC(=C3)C(F)(F)F. The result is 1 (high permeability). (5) The molecule is CN(C)C1=CC=CC(=C1)C2=NC(=NC=C2)N3CCC(CC3)C(=O)N. The result is 1 (high permeability). (6) The molecule is CN(C)C(=O)C1=CC=CC(=C1)C2=CSC(=N2)N3CCC(CC3)C(=O)N. The result is 1 (high permeability).